Dataset: Reaction yield outcomes from USPTO patents with 853,638 reactions. Task: Predict the reaction yield, written as a fraction of the theoretical maximum amount of product (1.0 means a 100% yield; for example, 0.34 means a 34% yield). (1) The reactants are [C:1]([C:3]1[CH:8]=[CH:7][CH:6]=[CH:5][N:4]=1)#[N:2].[Cl-:9].[NH4+:10]. The catalyst is CO.C[O-].[Na+]. The product is [ClH:9].[N:4]1[CH:5]=[CH:6][CH:7]=[CH:8][C:3]=1[C:1]([NH2:10])=[NH:2]. The yield is 0.660. (2) The reactants are [CH3:1][O:2][C:3](=[O:12])[C:4]1[CH:9]=[CH:8][C:7](N)=[C:6]([CH3:11])[CH:5]=1.S(=O)(=O)(O)[OH:14].N([O-])=O.[Na+].NC(N)=O. The catalyst is O.[N+]([O-])([O-])=O.[Cu+2].[N+]([O-])([O-])=O.[Cu]=O. The product is [CH3:1][O:2][C:3](=[O:12])[C:4]1[CH:9]=[CH:8][C:7]([OH:14])=[C:6]([CH3:11])[CH:5]=1. The yield is 0.420. (3) The reactants are C([O:4][CH2:5][C@@H:6]1[C@@H:11]([O:12]C(=O)C)[C@H:10]([O:16]C(=O)C)[C@H:9]([O:20]C(=O)C)[C@@H:8]([CH2:24][C:25](=[O:60])[NH:26][C:27]2[CH:32]=[CH:31][CH:30]=[C:29]([NH:33][C:34](=[O:59])[CH2:35][C@@H:36]3[C@@H:41]([O:42]C(=O)C)[C@@H:40]([O:46]C(=O)C)[C@H:39]([O:50]C(=O)C)[C@@H:38]([CH2:54][O:55]C(=O)C)[O:37]3)[CH:28]=2)[O:7]1)(=O)C.CO[Na]. The catalyst is CO. The product is [OH:20][C@H:9]1[C@@H:10]([OH:16])[C@H:11]([OH:12])[C@@H:6]([CH2:5][OH:4])[O:7][C@@H:8]1[CH2:24][C:25]([NH:26][C:27]1[CH:32]=[CH:31][CH:30]=[C:29]([NH:33][C:34](=[O:59])[CH2:35][C@@H:36]2[C@@H:41]([OH:42])[C@@H:40]([OH:46])[C@H:39]([OH:50])[C@@H:38]([CH2:54][OH:55])[O:37]2)[CH:28]=1)=[O:60]. The yield is 0.233. (4) The reactants are O1C=C(CN)N=C1.[CH3:8][N:9]1[CH:13]=[C:12]([CH2:14][NH2:15])[N:11]=[CH:10]1.[F:16][C:17]1[CH:38]=[CH:37][C:20]([CH2:21][N:22]2[CH2:26][CH2:25][N:24]([C:27]3[CH:28]=[C:29]([CH:33]=[CH:34][N:35]=3)[C:30](O)=[O:31])[C:23]2=[O:36])=[CH:19][CH:18]=1. No catalyst specified. The product is [F:16][C:17]1[CH:18]=[CH:19][C:20]([CH2:21][N:22]2[CH2:26][CH2:25][N:24]([C:27]3[CH:28]=[C:29]([CH:33]=[CH:34][N:35]=3)[C:30]([NH:15][CH2:14][C:12]3[N:11]=[CH:10][N:9]([CH3:8])[CH:13]=3)=[O:31])[C:23]2=[O:36])=[CH:37][CH:38]=1. The yield is 0.520. (5) The reactants are C[O:2][C:3]1[CH:16]=[C:15]2[C:6]([N:7]3[C:12]([CH2:13][O:14]2)=[N:11][NH:10][C:9](=[O:17])[CH:8]3[CH3:18])=[CH:5][C:4]=1[N+:19]([O-:21])=[O:20].NC1C=CC(OC)=CC=1O.[Cl-].[Li+]. The catalyst is CN(C=O)C. The product is [OH:2][C:3]1[CH:16]=[C:15]2[C:6]([N:7]3[C:12]([CH2:13][O:14]2)=[N:11][NH:10][C:9](=[O:17])[CH:8]3[CH3:18])=[CH:5][C:4]=1[N+:19]([O-:21])=[O:20]. The yield is 0.680. (6) The reactants are COC1C=CC(C[N:8]2[C:16]3[CH:15]=[C:14]([NH:17][C:18]4[N:19]=[CH:20][C:21]([C:24]#[N:25])=[N:22][CH:23]=4)[N:13]=[CH:12][C:11]=3[N:10]=[CH:9]2)=CC=1.C(O)(C(F)(F)F)=O. No catalyst specified. The product is [NH:8]1[C:16]2[CH:15]=[C:14]([NH:17][C:18]3[N:19]=[CH:20][C:21]([C:24]#[N:25])=[N:22][CH:23]=3)[N:13]=[CH:12][C:11]=2[N:10]=[CH:9]1. The yield is 1.00. (7) The yield is 0.680. The reactants are O=P(Cl)(Cl)Cl.[CH3:6][C:7]1[CH:8]=[C:9]([CH:13]=[CH:14][C:15]=1[N:16]1[CH:20]=[CH:19][CH:18]=[CH:17]1)[C:10]([NH2:12])=O.[C:21]([O-])([O-])=[O:22].[Na+].[Na+]. The catalyst is CN(C=O)C. The product is [CH:21]([C:17]1[N:16]([C:15]2[CH:14]=[CH:13][C:9]([C:10]#[N:12])=[CH:8][C:7]=2[CH3:6])[CH:20]=[CH:19][CH:18]=1)=[O:22]. (8) The reactants are [Cl:1][C:2]1[CH:7]=[CH:6][CH:5]=[CH:4][C:3]=1[CH:8]([CH:22]1[CH2:26][CH2:25][CH2:24][CH2:23]1)[NH:9][C:10]([C:12]1[CH:13]=[C:14]2[C:18](=[CH:19][CH:20]=1)[NH:17][N:16]=[C:15]2I)=[O:11].[CH3:27][N:28]1[CH2:33][CH2:32][CH:31]([O:34][C:35]2[CH:40]=[CH:39][C:38](B3OC(C)(C)C(C)(C)O3)=[CH:37][CH:36]=2)[CH2:30][CH2:29]1.C([O-])([O-])=O.[Na+].[Na+]. The catalyst is CCO.C1C=CC([P]([Pd]([P](C2C=CC=CC=2)(C2C=CC=CC=2)C2C=CC=CC=2)([P](C2C=CC=CC=2)(C2C=CC=CC=2)C2C=CC=CC=2)[P](C2C=CC=CC=2)(C2C=CC=CC=2)C2C=CC=CC=2)(C2C=CC=CC=2)C2C=CC=CC=2)=CC=1. The product is [Cl:1][C:2]1[CH:7]=[CH:6][CH:5]=[CH:4][C:3]=1[CH:8]([CH:22]1[CH2:26][CH2:25][CH2:24][CH2:23]1)[NH:9][C:10]([C:12]1[CH:13]=[C:14]2[C:18](=[CH:19][CH:20]=1)[NH:17][N:16]=[C:15]2[C:38]1[CH:39]=[CH:40][C:35]([O:34][CH:31]2[CH2:30][CH2:29][N:28]([CH3:27])[CH2:33][CH2:32]2)=[CH:36][CH:37]=1)=[O:11]. The yield is 0.0500. (9) The reactants are [Br:1][C:2]1[C:10]2[O:9][C:8]([Si:11]([CH3:14])([CH3:13])[CH3:12])=[CH:7][C:6]=2[CH:5]=[C:4]([NH2:15])[CH:3]=1.[CH3:16][O:17][C:18]1[CH:23]=[CH:22][C:21]([CH3:24])=[CH:20][C:19]=1[S:25](Cl)(=[O:27])=[O:26].N1C=CC=CC=1. The catalyst is ClCCl. The product is [Br:1][C:2]1[C:10]2[O:9][C:8]([Si:11]([CH3:12])([CH3:14])[CH3:13])=[CH:7][C:6]=2[CH:5]=[C:4]([NH:15][S:25]([C:19]2[CH:20]=[C:21]([CH3:24])[CH:22]=[CH:23][C:18]=2[O:17][CH3:16])(=[O:27])=[O:26])[CH:3]=1. The yield is 1.00.